Dataset: Full USPTO retrosynthesis dataset with 1.9M reactions from patents (1976-2016). Task: Predict the reactants needed to synthesize the given product. (1) Given the product [CH:26]1([OH:27])[CH:17]([OH:16])[CH:18]([OH:19])[CH:20]([OH:21])[CH:22]([OH:23])[CH:24]1[OH:25], predict the reactants needed to synthesize it. The reactants are: OP([O-])([O-])=O.[K+].[K+].[Na+].[Cl-].[O-]S([O-])(=O)=O.[Mg+2].[O:16]=[CH:17][C@@H:18]([C@H:20]([C@@H:22]([C@@H:24]([CH2:26][OH:27])[OH:25])[OH:23])[OH:21])[OH:19].OC1O[C@H](CO)[C@@H](O[C@@H]2O[C@H](CO)[C@H](O)[C@H](O)[C@H]2O)[C@H](O)[C@H]1O. (2) Given the product [CH2:7]([O:6][C:4](=[O:5])[C:3]1[CH:9]=[CH:10][CH:11]=[CH:12][C:2]=1[NH:1][S:14]([CH3:13])(=[O:16])=[O:15])[CH3:8], predict the reactants needed to synthesize it. The reactants are: [NH2:1][C:2]1[CH:12]=[CH:11][CH:10]=[CH:9][C:3]=1[C:4]([O:6][CH2:7][CH3:8])=[O:5].[CH3:13][S:14](Cl)(=[O:16])=[O:15].N1C=CC=CC=1.